Task: Predict the reactants needed to synthesize the given product.. Dataset: Full USPTO retrosynthesis dataset with 1.9M reactions from patents (1976-2016) (1) Given the product [Cl:17][C:5]1[CH:4]=[C:3]([CH2:1][CH3:2])[C:8]([I:9])=[CH:7][N:6]=1, predict the reactants needed to synthesize it. The reactants are: [CH2:1]([C:3]1[C:8]([I:9])=[CH:7][N:6]=[C:5](N)[CH:4]=1)[CH3:2].N([O-])=O.[Na+].[OH-].[Na+].[ClH:17]. (2) Given the product [C:1]([C:5]1[CH:10]=[CH:9][C:8](/[C:11](/[C:15]2[N:16]=[C:17]([O:22][CH3:23])[C:18]([Cl:21])=[CH:19][CH:20]=2)=[CH:12]\[CH2:13][O:14][C:24]2[CH:29]=[CH:28][CH:27]=[CH:26][CH:25]=2)=[CH:7][CH:6]=1)([CH3:4])([CH3:2])[CH3:3], predict the reactants needed to synthesize it. The reactants are: [C:1]([C:5]1[CH:10]=[CH:9][C:8](/[C:11](/[C:15]2[CH:20]=[CH:19][C:18]([Cl:21])=[C:17]([O:22][CH3:23])[N:16]=2)=[CH:12]\[CH2:13][OH:14])=[CH:7][CH:6]=1)([CH3:4])([CH3:3])[CH3:2].[C:24]1(O)[CH:29]=[CH:28][CH:27]=[CH:26][CH:25]=1.C(P(CCCC)CCCC)CCC.